Dataset: Full USPTO retrosynthesis dataset with 1.9M reactions from patents (1976-2016). Task: Predict the reactants needed to synthesize the given product. (1) Given the product [C:1]([O:5][C:6]([N:8]1[CH2:13][CH2:12][CH:11]([O:14][C:15]2[CH:20]=[CH:19][C:18]([B:22]3[O:26][C:25]([CH3:28])([CH3:27])[C:24]([CH3:30])([CH3:29])[O:23]3)=[CH:17][CH:16]=2)[CH2:10][CH2:9]1)=[O:7])([CH3:4])([CH3:3])[CH3:2], predict the reactants needed to synthesize it. The reactants are: [C:1]([O:5][C:6]([N:8]1[CH2:13][CH2:12][CH:11]([O:14][C:15]2[CH:20]=[CH:19][C:18](Br)=[CH:17][CH:16]=2)[CH2:10][CH2:9]1)=[O:7])([CH3:4])([CH3:3])[CH3:2].[B:22]1([B:22]2[O:26][C:25]([CH3:28])([CH3:27])[C:24]([CH3:30])([CH3:29])[O:23]2)[O:26][C:25]([CH3:28])([CH3:27])[C:24]([CH3:30])([CH3:29])[O:23]1.CC([O-])=O.[K+]. (2) Given the product [C:11]([O-:13])(=[O:12])[CH3:10].[NH4+:4].[F:1][C:2]1[C:3]2[N:4]([N:18]=[C:19]([C:25]3[CH:26]=[CH:27][C:28]([F:31])=[CH:29][CH:30]=3)[C:20]=2[C:21]([NH:22][CH3:23])=[O:24])[CH:5]=[CH:6][C:7]=1[C:8]1[CH:9]=[C:10]([C:11](=[O:13])[NH:43][C:40]2([C:35]3[CH:36]=[CH:37][CH:38]=[CH:39][N:34]=3)[CH2:42][CH2:41]2)[CH:14]=[CH:15][C:16]=1[CH3:17], predict the reactants needed to synthesize it. The reactants are: [F:1][C:2]1[C:3]2[N:4]([N:18]=[C:19]([C:25]3[CH:30]=[CH:29][C:28]([F:31])=[CH:27][CH:26]=3)[C:20]=2[C:21](=[O:24])[NH:22][CH3:23])[CH:5]=[CH:6][C:7]=1[C:8]1[CH:9]=[C:10]([CH:14]=[CH:15][C:16]=1[CH3:17])[C:11]([OH:13])=[O:12].Cl.Cl.[N:34]1[CH:39]=[CH:38][CH:37]=[CH:36][C:35]=1[C:40]1([NH2:43])[CH2:42][CH2:41]1. (3) Given the product [C:1]([O:5][C:6](=[O:41])[NH:7][C:8]1[CH:13]=[CH:12][C:11]([NH:14][C:15](=[O:40])[C@@H:16]([NH2:23])[C:17]2[CH:22]=[CH:21][CH:20]=[CH:19][CH:18]=2)=[CH:10][CH:9]=1)([CH3:4])([CH3:2])[CH3:3], predict the reactants needed to synthesize it. The reactants are: [C:1]([O:5][C:6](=[O:41])[NH:7][C:8]1[CH:13]=[CH:12][C:11]([NH:14][C:15](=[O:40])[C@@H:16]([NH:23]C(OC2C3C=CC=CC=3C3C2=CC=CC=3)=O)[C:17]2[CH:22]=[CH:21][CH:20]=[CH:19][CH:18]=2)=[CH:10][CH:9]=1)([CH3:4])([CH3:3])[CH3:2].NCC1CCNCC1. (4) Given the product [F:23][C:2]([F:1])([P:3](=[O:4])([OH:12])[OH:8])[P:13](=[O:14])([OH:18])[OH:22], predict the reactants needed to synthesize it. The reactants are: [F:1][C:2]([F:23])([P:13](=[O:22])([O:18]C(C)C)[O:14]C(C)C)[P:3](=[O:12])([O:8]C(C)C)[O:4]C(C)C.C[Si](Br)(C)C.C(N(CCCC)CCCC)CCC. (5) Given the product [CH3:22][C:23]1[C:27]([C:2]2[C:3]([O:20][CH3:21])=[C:4]3[C:9](=[CH:10][CH:11]=2)[NH:8][C:7](=[O:12])[N:6]([CH3:13])[CH:5]3[C:14]2[CH:19]=[CH:18][CH:17]=[CH:16][CH:15]=2)=[C:26]([CH3:31])[O:25][N:24]=1, predict the reactants needed to synthesize it. The reactants are: Br[C:2]1[C:3]([O:20][CH3:21])=[C:4]2[C:9](=[CH:10][CH:11]=1)[NH:8][C:7](=[O:12])[N:6]([CH3:13])[CH:5]2[C:14]1[CH:19]=[CH:18][CH:17]=[CH:16][CH:15]=1.[CH3:22][C:23]1[C:27](B(O)O)=[C:26]([CH3:31])[O:25][N:24]=1.CC(C)([O-])C.[K+]. (6) The reactants are: [C:1]([O:4][CH2:5][C:6]1[C:11]([C:12]2[N:20]=[C:19]3[C:15]([N:16]=[CH:17][N:18]3COCC[Si](C)(C)C)=[C:14]([NH:29][C:30]3[CH:35]=[CH:34][C:33]([N:36]4[CH2:41][CH2:40][N:39]([CH:42]5[CH2:45][O:44][CH2:43]5)[CH2:38][CH2:37]4)=[CH:32][CH:31]=3)[N:13]=2)=[CH:10][C:9]([F:46])=[CH:8][C:7]=1[N:47]1[CH2:58][CH2:57][N:56]2[C:49](=[CH:50][C:51]3[CH2:52][C:53]([CH3:60])([CH3:59])[CH2:54][C:55]=32)[C:48]1=[O:61])(=[O:3])[CH3:2].C(O)(C(F)(F)F)=O. Given the product [C:1]([O:4][CH2:5][C:6]1[C:11]([C:12]2[N:20]=[C:19]3[C:15]([N:16]=[CH:17][NH:18]3)=[C:14]([NH:29][C:30]3[CH:35]=[CH:34][C:33]([N:36]4[CH2:37][CH2:38][N:39]([CH:42]5[CH2:43][O:44][CH2:45]5)[CH2:40][CH2:41]4)=[CH:32][CH:31]=3)[N:13]=2)=[CH:10][C:9]([F:46])=[CH:8][C:7]=1[N:47]1[CH2:58][CH2:57][N:56]2[C:49](=[CH:50][C:51]3[CH2:52][C:53]([CH3:60])([CH3:59])[CH2:54][C:55]=32)[C:48]1=[O:61])(=[O:3])[CH3:2], predict the reactants needed to synthesize it. (7) The reactants are: [CH2:1]([O:8][C@@H:9]1[C@@H:14]([O:15][CH2:16][C:17]2[CH:22]=[CH:21][CH:20]=[CH:19][CH:18]=2)[C@H:13]([O:23][CH2:24][C:25]2[CH:30]=[CH:29][CH:28]=[CH:27][CH:26]=2)[C@@H:12]([CH2:31][O:32][CH2:33][C:34]2[CH:39]=[CH:38][CH:37]=[CH:36][CH:35]=2)[O:11][C@H:10]1[O:40][C@@H:41]([C@@H:46]([C@@H:55]([CH2:57][O:58][C:59](=[O:65])[CH2:60][CH2:61][C:62]([CH3:64])=[O:63])[OH:56])[O:47][CH2:48][C:49]1[CH:54]=[CH:53][CH:52]=[CH:51][CH:50]=1)[C:42]([OH:45])=[CH:43][OH:44])[C:2]1[CH:7]=[CH:6][CH:5]=[CH:4][CH:3]=1.CC1(C)OO1.CC(C)=O.[CH2:75]([O:79][P:80]([O-:87])([O:82][CH2:83][CH2:84][CH2:85][CH3:86])=O)[CH2:76][CH2:77][CH3:78].[C:88](Cl)(=[O:93])[C:89]([CH3:92])([CH3:91])[CH3:90]. Given the product [P:80]([O:44][C@@H:43]1[O:56][C@H:55]([CH2:57][O:58][C:59](=[O:65])[CH2:60][CH2:61][C:62]([CH3:64])=[O:63])[C@@H:46]([O:47][CH2:48][C:49]2[CH:54]=[CH:53][CH:52]=[CH:51][CH:50]=2)[C@H:41]([O:40][C@@H:10]2[O:11][C@H:12]([CH2:31][O:32][CH2:33][C:34]3[CH:35]=[CH:36][CH:37]=[CH:38][CH:39]=3)[C@@H:13]([O:23][CH2:24][C:25]3[CH:30]=[CH:29][CH:28]=[CH:27][CH:26]=3)[C@H:14]([O:15][CH2:16][C:17]3[CH:22]=[CH:21][CH:20]=[CH:19][CH:18]=3)[C@H:9]2[O:8][CH2:1][C:2]2[CH:3]=[CH:4][CH:5]=[CH:6][CH:7]=2)[C@H:42]1[O:45][C:88](=[O:93])[C:89]([CH3:92])([CH3:91])[CH3:90])([O:79][CH2:75][CH2:76][CH2:77][CH3:78])([O:82][CH2:83][CH2:84][CH2:85][CH3:86])=[O:87], predict the reactants needed to synthesize it. (8) Given the product [F:19][C:18]([F:21])([F:20])[O:17][C:13]1[CH:12]=[C:11]([C:8]2[N:6]3[N:7]=[C:2]([NH:22][CH:23]([CH2:26][CH3:27])[CH2:24][OH:25])[CH:3]=[CH:4][C:5]3=[N:10][CH:9]=2)[CH:16]=[CH:15][CH:14]=1, predict the reactants needed to synthesize it. The reactants are: Cl[C:2]1[CH:3]=[CH:4][C:5]2[N:6]([C:8]([C:11]3[CH:16]=[CH:15][CH:14]=[C:13]([O:17][C:18]([F:21])([F:20])[F:19])[CH:12]=3)=[CH:9][N:10]=2)[N:7]=1.[NH2:22][CH:23]([CH2:26][CH3:27])[CH2:24][OH:25].CC([O-])(C)C.[Na+]. (9) Given the product [C:3]([O:7][C:8](=[O:21])[NH:9][CH2:10][C:11]1[NH:12][C:13]2[C:14]([N:20]=1)=[N:15][CH:16]=[C:17]([C:27]1[C:23]([CH3:22])=[N:24][O:25][C:26]=1[CH3:31])[CH:18]=2)([CH3:6])([CH3:5])[CH3:4], predict the reactants needed to synthesize it. The reactants are: [Li+].[OH-].[C:3]([O:7][C:8](=[O:21])[NH:9][CH2:10][C:11]1[NH:12][C:13]2[C:14]([N:20]=1)=[N:15][CH:16]=[C:17](Br)[CH:18]=2)([CH3:6])([CH3:5])[CH3:4].[CH3:22][C:23]1[C:27](B(O)O)=[C:26]([CH3:31])[O:25][N:24]=1.OC(C(O)(C)C)(C)C.